Predict the reactants needed to synthesize the given product. From a dataset of Full USPTO retrosynthesis dataset with 1.9M reactions from patents (1976-2016). Given the product [CH3:22][C:21]1[C:16]([N:13]2[CH2:14][CH2:15][N:10]([C:8]([C:5]3[CH:6]=[CH:7][C:2]([N:31]4[CH2:35][CH2:34][CH2:33][C:32]4=[O:36])=[CH:3][C:4]=3[N:24]3[CH2:28][CH2:27][CH2:26][S:25]3(=[O:30])=[O:29])=[O:9])[CH2:11][CH2:12]2)=[N:17][CH:18]=[C:19]([CH3:23])[CH:20]=1, predict the reactants needed to synthesize it. The reactants are: Br[C:2]1[CH:7]=[CH:6][C:5]([C:8]([N:10]2[CH2:15][CH2:14][N:13]([C:16]3[C:21]([CH3:22])=[CH:20][C:19]([CH3:23])=[CH:18][N:17]=3)[CH2:12][CH2:11]2)=[O:9])=[C:4]([N:24]2[CH2:28][CH2:27][CH2:26][S:25]2(=[O:30])=[O:29])[CH:3]=1.[NH:31]1[CH2:35][CH2:34][CH2:33][C:32]1=[O:36].